This data is from Reaction yield outcomes from USPTO patents with 853,638 reactions. The task is: Predict the reaction yield, written as a fraction of the theoretical maximum amount of product (1.0 means a 100% yield; for example, 0.34 means a 34% yield). The reactants are [Br:1][C:2]1[C:3]([O:10][CH2:11][CH:12]2[CH2:14][CH2:13]2)=[CH:4][C:5]([O:8]C)=[N:6][CH:7]=1.[Li+].[Cl-].CC1C=CC(S(O)(=O)=O)=CC=1.O. The catalyst is CN(C=O)C.O. The product is [Br:1][C:2]1[C:3]([O:10][CH2:11][CH:12]2[CH2:13][CH2:14]2)=[CH:4][C:5]([OH:8])=[N:6][CH:7]=1. The yield is 0.889.